This data is from Full USPTO retrosynthesis dataset with 1.9M reactions from patents (1976-2016). The task is: Predict the reactants needed to synthesize the given product. (1) Given the product [Br:1][C:2]1[C:10]2[C:5](=[CH:6][C:7]([S:11]([NH:21][C:18]3[CH:19]=[CH:20][O:16][N:17]=3)(=[O:13])=[O:12])=[CH:8][CH:9]=2)[N:4]([CH3:15])[CH:3]=1, predict the reactants needed to synthesize it. The reactants are: [Br:1][C:2]1[C:10]2[C:5](=[CH:6][C:7]([S:11](Cl)(=[O:13])=[O:12])=[CH:8][CH:9]=2)[N:4]([CH3:15])[CH:3]=1.[O:16]1[CH:20]=[CH:19][C:18]([NH2:21])=[N:17]1.C1COCC1.C[Si]([N-][Si](C)(C)C)(C)C.[Li+]. (2) Given the product [Cl:1][C:2]1[C:3]([CH3:12])=[C:4]([S:8]([NH:19][C:20]2[CH:21]=[C:22]3[C:27](=[CH:28][CH:29]=2)[N:26]=[CH:25][CH:24]=[CH:23]3)(=[O:10])=[O:9])[CH:5]=[CH:6][CH:7]=1, predict the reactants needed to synthesize it. The reactants are: [Cl:1][C:2]1[C:3]([CH3:12])=[C:4]([S:8](Cl)(=[O:10])=[O:9])[CH:5]=[CH:6][CH:7]=1.N1C=CC=CC=1.[NH2:19][C:20]1[CH:21]=[C:22]2[C:27](=[CH:28][CH:29]=1)[N:26]=[CH:25][CH:24]=[CH:23]2.C([O-])(O)=O.[Na+]. (3) Given the product [F:4][C:5]([F:44])([F:43])[C:6]1[CH:7]=[C:8]([CH:36]=[C:37]([C:39]([F:42])([F:41])[F:40])[CH:38]=1)[CH2:9][N:10]1[C:14]([C:15]2[CH:20]=[CH:19][CH:18]=[CH:17][CH:16]=2)=[C:13]([C:21]2[N:22]([CH2:28][C:29]3[CH:34]=[CH:33][CH:32]=[CH:31][C:30]=3[Cl:35])[C:23]([CH:26]=[N:2][OH:3])=[N:24][N:25]=2)[N:12]=[N:11]1, predict the reactants needed to synthesize it. The reactants are: Cl.[NH2:2][OH:3].[F:4][C:5]([F:44])([F:43])[C:6]1[CH:7]=[C:8]([CH:36]=[C:37]([C:39]([F:42])([F:41])[F:40])[CH:38]=1)[CH2:9][N:10]1[C:14]([C:15]2[CH:20]=[CH:19][CH:18]=[CH:17][CH:16]=2)=[C:13]([C:21]2[N:22]([CH2:28][C:29]3[CH:34]=[CH:33][CH:32]=[CH:31][C:30]=3[Cl:35])[C:23]([CH:26]=O)=[N:24][N:25]=2)[N:12]=[N:11]1.[OH-].[Na+].